From a dataset of Reaction yield outcomes from USPTO patents with 853,638 reactions. Predict the reaction yield, written as a fraction of the theoretical maximum amount of product (1.0 means a 100% yield; for example, 0.34 means a 34% yield). (1) The reactants are [Na+].[I-:2].C1C(=O)N(Cl)C(=O)C1.[CH2:11]([O:13][C:14]([C:16]1[NH:17][C:18]2[C:23]([CH:24]=1)=[CH:22][CH:21]=[C:20]([C:25]1[CH:30]=[CH:29][C:28]([C:31]([CH3:34])([CH3:33])[CH3:32])=[CH:27][CH:26]=1)[CH:19]=2)=[O:15])[CH3:12].[O-]S([O-])(=S)=O.[Na+].[Na+]. The catalyst is CC(C)=O. The product is [CH2:11]([O:13][C:14]([C:16]1[NH:17][C:18]2[C:23]([C:24]=1[I:2])=[CH:22][CH:21]=[C:20]([C:25]1[CH:26]=[CH:27][C:28]([C:31]([CH3:33])([CH3:32])[CH3:34])=[CH:29][CH:30]=1)[CH:19]=2)=[O:15])[CH3:12]. The yield is 0.820. (2) The reactants are [CH2:1]([NH:8][C:9]1[N:17]=[C:16]([Cl:18])[CH:15]=[CH:14][C:10]=1[C:11]([NH2:13])=O)[C:2]1[CH:7]=[CH:6][CH:5]=[CH:4][CH:3]=1.N1C=CC=CC=1.O=P(Cl)(Cl)Cl.[OH-].[Na+]. The catalyst is C(#N)C.CCOC(C)=O. The product is [CH2:1]([NH:8][C:9]1[N:17]=[C:16]([Cl:18])[CH:15]=[CH:14][C:10]=1[C:11]#[N:13])[C:2]1[CH:3]=[CH:4][CH:5]=[CH:6][CH:7]=1. The yield is 0.420. (3) The reactants are [Br:1][C:2]1[CH:7]=[CH:6][C:5]([N:8]2[CH2:13][CH2:12][S:11](=[N:15]C(=O)C(F)(F)F)(=[O:14])[CH2:10][CH2:9]2)=[CH:4][CH:3]=1.ClCC([C@@H]1CCCC[C@H]1C(OC)=O)=O.C([O-])([O-])=O.[K+].[K+].Cl. The catalyst is CO.C1COCC1.O. The product is [Br:1][C:2]1[CH:3]=[CH:4][C:5]([N:8]2[CH2:9][CH2:10][S:11](=[O:14])(=[NH:15])[CH2:12][CH2:13]2)=[CH:6][CH:7]=1. The yield is 0.830. (4) The reactants are [CH3:1][O:2][C:3]1[C:4]([C:10](OC)=[O:11])=[N:5][C:6]([CH3:9])=[CH:7][N:8]=1.[H-].C([Al+]CC(C)C)C(C)C.Cl. The catalyst is C1(C)C=CC=CC=1. The product is [CH3:1][O:2][C:3]1[C:4]([CH:10]=[O:11])=[N:5][C:6]([CH3:9])=[CH:7][N:8]=1. The yield is 0.470. (5) The reactants are [CH2:1]([N:3]([CH2:11][C:12]1[N:13]=[C:14]2[S:21][C:20]([CH3:22])=[C:19]([CH2:23][CH2:24][C:25]([NH2:27])=O)[N:15]2[C:16](=[O:18])[CH:17]=1)[C:4]1[CH:9]=[CH:8][C:7]([F:10])=[CH:6][CH:5]=1)[CH3:2].C(N(CC)CC)C.C(S(OS(C(F)(F)F)(=O)=O)(=O)=O)(F)(F)F. The catalyst is ClCCl. The product is [CH2:1]([N:3]([CH2:11][C:12]1[N:13]=[C:14]2[S:21][C:20]([CH3:22])=[C:19]([CH2:23][CH2:24][C:25]#[N:27])[N:15]2[C:16](=[O:18])[CH:17]=1)[C:4]1[CH:5]=[CH:6][C:7]([F:10])=[CH:8][CH:9]=1)[CH3:2]. The yield is 0.290. (6) The yield is 0.680. The catalyst is O.C(OCC)(=O)C. The product is [OH:13][CH:14]([CH3:51])[C:15]([CH3:49])([CH3:50])[O:16][C:17]1[CH:22]=[CH:21][C:20]([N:23]2[C:28](=[O:29])[C:27]([CH2:30][C:31]3[CH:36]=[CH:35][C:34]([C:37]4[CH:42]=[CH:41][CH:40]=[CH:39][C:38]=4[C:43]4[NH:3][C:4](=[O:7])[O:5][N:44]=4)=[CH:33][CH:32]=3)=[C:26]([CH2:45][CH2:46][CH3:47])[N:25]=[C:24]2[CH3:48])=[CH:19][CH:18]=1. The reactants are [Cl-].O[NH3+:3].[C:4](=[O:7])([O-])[OH:5].[Na+].CS(C)=O.[OH:13][CH:14]([CH3:51])[C:15]([CH3:50])([CH3:49])[O:16][C:17]1[CH:22]=[CH:21][C:20]([N:23]2[C:28](=[O:29])[C:27]([CH2:30][C:31]3[CH:36]=[CH:35][C:34]([C:37]4[C:38]([C:43]#[N:44])=[CH:39][CH:40]=[CH:41][CH:42]=4)=[CH:33][CH:32]=3)=[C:26]([CH2:45][CH2:46][CH3:47])[N:25]=[C:24]2[CH3:48])=[CH:19][CH:18]=1.